Dataset: Reaction yield outcomes from USPTO patents with 853,638 reactions. Task: Predict the reaction yield, written as a fraction of the theoretical maximum amount of product (1.0 means a 100% yield; for example, 0.34 means a 34% yield). (1) The reactants are C[Si]([O:5][C:6]1[C:11]([C:12]([CH3:15])([CH3:14])[CH3:13])=[CH:10][C:9]([C:16]([CH3:19])([CH3:18])[CH3:17])=[CH:8][C:7]=1[P:20]([C:27]1[CH:32]=[CH:31][CH:30]=[CH:29][CH:28]=1)[C:21]1[CH:26]=[CH:25][CH:24]=[CH:23][CH:22]=1)(C)C.[O:33]1[CH2:37][CH2:36][CH2:35][CH2:34]1.[Cl-:38].[Cl-].[Cl-].[Cl-].[Zr+4:42]. The catalyst is O1CCCC1. The product is [Cl-:38].[Cl-:38].[C:21]1([P:20]([C:27]2[CH:32]=[CH:31][CH:30]=[CH:29][CH:28]=2)[C:7]2[CH:8]=[C:9]([C:16]([CH3:19])([CH3:18])[CH3:17])[CH:10]=[C:11]([C:12]([CH3:15])([CH3:14])[CH3:13])[C:6]=2[O:5][Zr+2:42][O:33][C:37]2[C:36]([C:12]([CH3:13])([CH3:14])[CH3:15])=[CH:35][C:34]([C:16]([CH3:19])([CH3:18])[CH3:17])=[CH:28][C:27]=2[P:20]([C:21]2[CH:26]=[CH:25][CH:24]=[CH:23][CH:22]=2)[C:7]2[CH:8]=[CH:9][CH:10]=[CH:11][CH:6]=2)[CH:26]=[CH:25][CH:24]=[CH:23][CH:22]=1. The yield is 0.290. (2) The reactants are [CH3:1][N:2]1[C:6]2[CH:7]=[CH:8][C:9]([NH2:11])=[CH:10][C:5]=2[N:4]=[CH:3]1.[Br:12]Br.N. The catalyst is CC(O)=O. The product is [CH3:1][N:2]1[C:6]2[CH:7]=[CH:8][C:9]([NH2:11])=[C:10]([Br:12])[C:5]=2[N:4]=[CH:3]1. The yield is 0.500. (3) The reactants are Br[C:2]1[C:23]([N:24]2[CH2:29][CH2:28][N:27]([CH:30]3[CH2:33][CH2:32][CH2:31]3)[CH2:26][CH2:25]2)=[CH:22][C:5]2[C:6]([CH3:21])([CH3:20])[C:7]3[NH:8][C:9]4[C:14]([C:15]=3[C:16](=[O:17])[C:4]=2[CH:3]=1)=[CH:13][CH:12]=[C:11]([C:18]#[N:19])[CH:10]=4.[C:34]([Si:36]([CH:43]([CH3:45])[CH3:44])([CH:40]([CH3:42])[CH3:41])[CH:37]([CH3:39])[CH3:38])#[CH:35].C1(P(C2CCCCC2)C2C=CC=CC=2C2C(C(C)C)=CC(C(C)C)=CC=2C(C)C)CCCCC1.C(=O)([O-])[O-].[Cs+].[Cs+]. The catalyst is CC#N. The product is [CH:30]1([N:27]2[CH2:26][CH2:25][N:24]([C:23]3[C:2]([C:35]#[C:34][Si:36]([CH:37]([CH3:39])[CH3:38])([CH:43]([CH3:45])[CH3:44])[CH:40]([CH3:42])[CH3:41])=[CH:3][C:4]4[C:16](=[O:17])[C:15]5[C:14]6[C:9](=[CH:10][C:11]([C:18]#[N:19])=[CH:12][CH:13]=6)[NH:8][C:7]=5[C:6]([CH3:21])([CH3:20])[C:5]=4[CH:22]=3)[CH2:29][CH2:28]2)[CH2:33][CH2:32][CH2:31]1. The yield is 0.740. (4) The reactants are C([O:3][C:4](=[O:23])[C:5]([N:7]([C:14]1[C:19]([CH3:20])=[CH:18][C:17]([CH3:21])=[CH:16][C:15]=1[CH3:22])[C:8]1[CH:13]=[CH:12][CH:11]=[CH:10][CH:9]=1)=[O:6])C.[OH-].[Na+].C(OCC)C. The catalyst is C1COCC1. The product is [C:15]1([CH3:22])[CH:16]=[C:17]([CH3:21])[CH:18]=[C:19]([CH3:20])[C:14]=1[N:7]([C:8]1[CH:13]=[CH:12][CH:11]=[CH:10][CH:9]=1)[C:5](=[O:6])[C:4]([OH:23])=[O:3]. The yield is 0.990.